This data is from Full USPTO retrosynthesis dataset with 1.9M reactions from patents (1976-2016). The task is: Predict the reactants needed to synthesize the given product. (1) Given the product [NH2:24][C@@:23]([C:18]1[CH:17]=[CH:16][C:15]2[C:20](=[CH:21][CH:22]=[C:13]([O:12][C@H:9]3[CH2:8][CH2:7][C@H:6]([C:2]([CH3:1])([CH3:5])[CH2:3][CH3:4])[CH2:11][CH2:10]3)[C:14]=2[C:30]([F:32])([F:33])[F:31])[CH:19]=1)([CH3:29])[CH2:27][OH:26], predict the reactants needed to synthesize it. The reactants are: [CH3:1][C:2]([C@H:6]1[CH2:11][CH2:10][C@H:9]([O:12][C:13]2[C:14]([C:30]([F:33])([F:32])[F:31])=[C:15]3[C:20](=[CH:21][CH:22]=2)[CH:19]=[C:18]([C@:23]2([CH3:29])[CH2:27][O:26]C(=O)[NH:24]2)[CH:17]=[CH:16]3)[CH2:8][CH2:7]1)([CH3:5])[CH2:3][CH3:4].O.C(O)C. (2) Given the product [N:13]1([C:19]([C:21]2[CH:26]=[CH:25][CH:24]=[C:23]([N+:27]([O-:29])=[O:28])[CH:22]=2)=[O:20])[CH2:18][CH2:17][O:16][CH2:15][CH2:14]1, predict the reactants needed to synthesize it. The reactants are: [N+](C1C=C(C=CC=1)C(O)=O)([O-])=O.[N:13]1([C:19]([C:21]2[CH:26]=[CH:25][CH:24]=[C:23]([N+:27]([O-:29])=[O:28])[CH:22]=2)=[O:20])[CH2:18][CH2:17][O:16][CH2:15][CH2:14]1.N1CCOCC1.Cl.CN(C)CCCN=C=NCC.ON1C2C=CC=CC=2N=N1.O1CCCC1.C(=O)(O)[O-].[Na+]. (3) Given the product [CH2:1]([N:8]1[CH:16]=[C:15]2[C:10]([CH:11]=[CH:12][C:13]3[C:24]4[C:18]5([CH2:26][CH:21]([C:22](=[O:25])[C:23]=4[Cl:27])[CH2:20][CH2:19]5)[CH2:17][C:14]=32)=[N:9]1)[C:2]1[CH:3]=[CH:4][CH:5]=[CH:6][CH:7]=1, predict the reactants needed to synthesize it. The reactants are: [CH2:1]([N:8]1[CH:16]=[C:15]2[C:10]([CH:11]=[CH:12][C:13]3[C:24]4[C:18]5([CH2:26][CH:21]([C:22](=[O:25])[CH:23]=4)[CH2:20][CH2:19]5)[CH2:17][C:14]=32)=[N:9]1)[C:2]1[CH:7]=[CH:6][CH:5]=[CH:4][CH:3]=1.[Cl:27]N1C(=O)CCC1=O. (4) Given the product [CH3:19][C:16]1([CH3:20])[CH2:17][CH2:18][C:13]([CH2:12][N:9]([OH:8])[CH:10]=[O:11])([C:21]([NH:23][NH:24][C:25]2[N:30]=[C:29]([C:31]([F:34])([F:32])[F:33])[CH:28]=[CH:27][N:26]=2)=[O:22])[CH2:14][CH2:15]1, predict the reactants needed to synthesize it. The reactants are: C([O:8][N:9]([CH2:12][C:13]1([C:21]([NH:23][NH:24][C:25]2[N:30]=[C:29]([C:31]([F:34])([F:33])[F:32])[CH:28]=[CH:27][N:26]=2)=[O:22])[CH2:18][CH2:17][C:16]([CH3:20])([CH3:19])[CH2:15][CH2:14]1)[CH:10]=[O:11])C1C=CC=CC=1. (5) The reactants are: [F:1][C:2]1[CH:7]=[CH:6][CH:5]=[C:4]([F:8])[C:3]=1[NH:9][C:10]([C:12]1[CH:16]=[CH:15][N:14]([CH2:17][C:18]2[CH:23]=[CH:22][CH:21]=[CH:20][C:19]=2[OH:24])[N:13]=1)=[O:11].C(=O)([O-])[O-].[Cs+].[Cs+].Br[CH2:32][C:33]1[CH:38]=[CH:37][C:36]([CH3:39])=[CH:35][CH:34]=1. Given the product [F:8][C:4]1[CH:5]=[CH:6][CH:7]=[C:2]([F:1])[C:3]=1[NH:9][C:10]([C:12]1[CH:16]=[CH:15][N:14]([CH2:17][C:18]2[CH:23]=[CH:22][CH:21]=[CH:20][C:19]=2[O:24][CH2:32][C:33]2[CH:38]=[CH:37][C:36]([CH3:39])=[CH:35][CH:34]=2)[N:13]=1)=[O:11], predict the reactants needed to synthesize it. (6) Given the product [Cl:10][C:11]1[CH:12]=[C:13]2[NH:36][C:35]([O:45][C@H:46]3[C@H:50]4[O:51][CH2:52][C@@H:53]([OH:54])[C@H:49]4[O:48][CH2:47]3)=[N:34][C:14]2=[N:15][C:16]=1[C:17]1[CH:18]=[CH:19][C:20]([C:23]2[CH:24]=[CH:25][C:26]([N:29]3[CH:33]=[N:32][CH:31]=[N:30]3)=[CH:27][CH:28]=2)=[CH:21][CH:22]=1, predict the reactants needed to synthesize it. The reactants are: C(O)=O.OS([O-])(=O)=O.[K+].[Cl:10][C:11]1[CH:12]=[C:13]2[N:36](COCC[Si](C)(C)C)[C:35]([O:45][C@H:46]3[C@H:50]4[O:51][CH2:52][C@@H:53]([OH:54])[C@H:49]4[O:48][CH2:47]3)=[N:34][C:14]2=[N:15][C:16]=1[C:17]1[CH:22]=[CH:21][C:20]([C:23]2[CH:28]=[CH:27][C:26]([N:29]3[CH:33]=[N:32][CH:31]=[N:30]3)=[CH:25][CH:24]=2)=[CH:19][CH:18]=1.[OH-].[Na+]. (7) The reactants are: [Br:1][C:2]1[CH:7]=[CH:6][CH:5]=[C:4]([Cl:8])[CH:3]=1.[CH3:9][C:10]1([CH3:26])[C:14]([CH3:16])([CH3:15])[O:13][B:12]([B:12]2[O:13][C:14]([CH3:16])([CH3:15])[C:10]([CH3:26])([CH3:9])[O:11]2)[O:11]1. Given the product [Br:1][C:2]1[CH:7]=[C:6]([B:12]2[O:13][C:14]([CH3:16])([CH3:15])[C:10]([CH3:26])([CH3:9])[O:11]2)[CH:5]=[C:4]([Cl:8])[CH:3]=1, predict the reactants needed to synthesize it. (8) The reactants are: O[CH2:2][C:3]([NH:6][C:7](=[O:16])[C:8]1[CH:13]=[CH:12][CH:11]=[C:10]([O:14][CH3:15])[CH:9]=1)([CH3:5])[CH3:4].S(Cl)(Cl)=O. Given the product [CH3:15][O:14][C:10]1[CH:9]=[C:8]([CH:7]2[NH:6][C:3]([CH3:4])([CH3:5])[CH2:2][O:16]2)[CH:13]=[CH:12][CH:11]=1, predict the reactants needed to synthesize it. (9) Given the product [CH3:15][N:16]1[CH2:21][CH2:20][N:19]([CH2:13][CH2:12][CH2:11][C:7]2[N:6]=[C:5]3[CH2:4][O:3][C:2](=[O:1])[C:10]3=[CH:9][CH:8]=2)[CH2:18][CH2:17]1, predict the reactants needed to synthesize it. The reactants are: [O:1]=[C:2]1[C:10]2[C:5](=[N:6][C:7]([CH2:11][CH2:12][CH:13]=O)=[CH:8][CH:9]=2)[CH2:4][O:3]1.[CH3:15][N:16]1[CH2:21][CH2:20][NH:19][CH2:18][CH2:17]1.